From a dataset of Forward reaction prediction with 1.9M reactions from USPTO patents (1976-2016). Predict the product of the given reaction. (1) Given the reactants Cl[C:2]1[C:11]2[C:6](=[CH:7][C:8]([Cl:12])=[CH:9][CH:10]=2)[CH:5]=[N:4][N:3]=1.[F:13][C:14]1[CH:19]=[CH:18][C:17](B(O)O)=[C:16]([CH3:23])[CH:15]=1.C(=O)([O-])[O-].[Na+].[Na+].COCCOC, predict the reaction product. The product is: [Cl:12][C:8]1[CH:7]=[C:6]2[C:11](=[CH:10][CH:9]=1)[C:2]([C:17]1[CH:18]=[CH:19][C:14]([F:13])=[CH:15][C:16]=1[CH3:23])=[N:3][N:4]=[CH:5]2. (2) Given the reactants C[O:2][C:3]([C:5]1[CH:6]=[C:7]2[C:12](=[C:13]([F:24])[C:14]=1[NH:15][C:16]1[CH:21]=[CH:20][C:19]([Cl:22])=[CH:18][C:17]=1[Cl:23])[N:11]=[N:10][CH:9]=[C:8]2[CH3:25])=[O:4].[Li+].[OH-].Cl, predict the reaction product. The product is: [Cl:23][C:17]1[CH:18]=[C:19]([Cl:22])[CH:20]=[CH:21][C:16]=1[NH:15][C:14]1[C:13]([F:24])=[C:12]2[C:7]([C:8]([CH3:25])=[CH:9][N:10]=[N:11]2)=[CH:6][C:5]=1[C:3]([OH:4])=[O:2]. (3) Given the reactants [CH2:1]([O:5]/[N:6]=[N+:7](/[N:9]1[CH2:13][CH2:12][CH2:11][C@H:10]1[CH2:14][OH:15])\[O-:8])[CH2:2][CH2:3][CH3:4].I([O-])(=O)(=O)=[O:17].[Na+], predict the reaction product. The product is: [CH2:1]([O:5]/[N:6]=[N+:7](/[N:9]1[CH2:13][CH2:12][CH2:11][C@H:10]1[C:14]([OH:17])=[O:15])\[O-:8])[CH2:2][CH2:3][CH3:4]. (4) The product is: [Br:28][C:29]1[CH:37]=[C:36]2[C:32]([C:33]([CH3:38])([CH3:39])[CH2:34][N:35]2[Si:4]([CH:1]([CH3:2])[CH3:3])([CH:5]([CH3:6])[CH3:7])[CH:8]([CH3:9])[CH3:10])=[CH:31][C:30]=1[F:40]. Given the reactants [CH:1]([Si:4](OS(C(F)(F)F)(=O)=O)([CH:8]([CH3:10])[CH3:9])[CH:5]([CH3:7])[CH3:6])([CH3:3])[CH3:2].CCN(C(C)C)C(C)C.[Br:28][C:29]1[CH:37]=[C:36]2[C:32]([C:33]([CH3:39])([CH3:38])[CH2:34][NH:35]2)=[CH:31][C:30]=1[F:40], predict the reaction product. (5) The product is: [CH3:12][O:13][C:2]1[CH:3]=[CH:4][C:5]([N+:9]([O-:11])=[O:10])=[C:6]([OH:8])[CH:7]=1. Given the reactants F[C:2]1[CH:3]=[CH:4][C:5]([N+:9]([O-:11])=[O:10])=[C:6]([OH:8])[CH:7]=1.[CH3:12][O-:13].[Na+].Cl, predict the reaction product.